From a dataset of Full USPTO retrosynthesis dataset with 1.9M reactions from patents (1976-2016). Predict the reactants needed to synthesize the given product. (1) Given the product [Br:19][C:10]1[CH2:11][C:12]2[C:8]([CH:9]=1)=[C:7]([C:1]1[CH:6]=[CH:5][CH:4]=[CH:3][CH:2]=1)[C:15]([CH3:16])=[C:14]([CH3:17])[CH:13]=2, predict the reactants needed to synthesize it. The reactants are: [C:1]1([C:7]2[C:15]([CH3:16])=[C:14]([CH3:17])[CH:13]=[C:12]3[C:8]=2[CH:9]=[CH:10][CH2:11]3)[CH:6]=[CH:5][CH:4]=[CH:3][CH:2]=1.O.[Br:19]N1C(=O)CCC1=O. (2) The reactants are: C[Mg]I.C([O:6][CH2:7][CH3:8])C.[CH2:9](OCC)C.[Br:14][C:15]1[N:20]=[C:19](C(OC)=O)[CH:18]=[CH:17][CH:16]=1.Cl. Given the product [Br:14][C:15]1[N:20]=[C:19]([C:7]([OH:6])([CH3:8])[CH3:9])[CH:18]=[CH:17][CH:16]=1, predict the reactants needed to synthesize it. (3) Given the product [NH3:5].[N:27]1[CH2:26][CH2:25][CH2:24][C:23]=1[NH:8][C:7]1[C:2]([CH3:1])=[C:3]2[CH:11]=[CH:10][N:9]([S:12]([C:15]3[CH:16]=[CH:17][CH:18]=[CH:19][CH:20]=3)(=[O:14])=[O:13])[C:4]2=[N:5][CH:6]=1, predict the reactants needed to synthesize it. The reactants are: [CH3:1][C:2]1[C:7]([NH2:8])=[CH:6][N:5]=[C:4]2[N:9]([S:12]([C:15]3[CH:20]=[CH:19][CH:18]=[CH:17][CH:16]=3)(=[O:14])=[O:13])[CH:10]=[CH:11][C:3]=12.CS[C:23]1[CH2:24][CH2:25][CH2:26][N:27]=1. (4) The reactants are: [CH2:1]1[C:9]2[C:4](=[CH:5][CH:6]=[CH:7][CH:8]=2)[CH2:3][N:2]1[C:10]([C:12]1[CH:13]=[C:14]2[C:19](=[CH:20][C:21]=1[CH3:22])[N:18]1[C:23]([CH:26]3[CH2:31][CH2:30][CH2:29][O:28][CH2:27]3)=[N:24][CH:25]=[C:17]1[C:16](=[O:32])[NH:15]2)=[O:11].CO.[ClH:35].C(OCC)(=O)C. Given the product [ClH:35].[CH2:1]1[C:9]2[C:4](=[CH:5][CH:6]=[CH:7][CH:8]=2)[CH2:3][N:2]1[C:10]([C:12]1[CH:13]=[C:14]2[C:19](=[CH:20][C:21]=1[CH3:22])[N:18]1[C:23]([CH:26]3[CH2:31][CH2:30][CH2:29][O:28][CH2:27]3)=[N:24][CH:25]=[C:17]1[C:16](=[O:32])[NH:15]2)=[O:11], predict the reactants needed to synthesize it. (5) Given the product [CH:23]1[C:22]2[N:8]([C:3]3[CH:4]=[CH:5][C:6]([C:28]4[C:29]([B:32]([OH:37])[OH:33])=[CH:30][CH:41]=[CH:42][CH:27]=4)=[CH:7][CH:2]=3)[C:20]3[C:15](=[CH:16][CH:17]=[CH:18][CH:19]=3)[C:21]=2[CH:26]=[CH:25][CH:24]=1, predict the reactants needed to synthesize it. The reactants are: Br[C:2]1[CH:7]=[CH:6][CH:5]=[CH:4][C:3]=1[N:8]1[C:20]2[CH:19]=[CH:18][CH:17]=[CH:16][C:15]=2C2C1=CC=CC=2.[CH3:21][CH2:22][CH2:23][CH2:24][CH2:25][CH3:26].[CH2:27]([Li])[CH2:28][CH2:29][CH3:30].[B:32]([O:37]C)(OC)[O:33]C.Cl.O1CC[CH2:42][CH2:41]1. (6) Given the product [CH3:9][O:8][C:7]1[CH:6]=[CH:5][C:4]([NH:10][C:11]([NH2:13])=[O:12])=[CH:3][C:2]=1[NH:1][C:15]([NH:14][C:17]1[C:25]2[N:24]=[CH:23][N:22]([CH3:26])[C:21]=2[CH:20]=[CH:19][CH:18]=1)=[S:16], predict the reactants needed to synthesize it. The reactants are: [NH2:1][C:2]1[CH:3]=[C:4]([NH:10][C:11]([NH2:13])=[O:12])[CH:5]=[CH:6][C:7]=1[O:8][CH3:9].[N:14]([C:17]1[C:25]2[N:24]=[CH:23][N:22]([CH3:26])[C:21]=2[CH:20]=[CH:19][CH:18]=1)=[C:15]=[S:16].COC1C=CN=CC=1NC(NC1C2N=CN(C)C=2C=CC=1)=S. (7) Given the product [O:1]1[CH2:5][CH2:4][CH2:3][C@H:2]1[C:6]([O:8][CH3:14])=[O:7], predict the reactants needed to synthesize it. The reactants are: [O:1]1[CH2:5][CH2:4][CH2:3][C@H:2]1[C:6]([OH:8])=[O:7].S(=O)(=O)(O)O.[CH3:14]O. (8) The reactants are: [CH3:1][O:2][C:3]1[N:8]=[C:7]([NH2:9])[C:6]([N+:10]([O-])=O)=[CH:5][CH:4]=1.[H][H]. Given the product [CH3:1][O:2][C:3]1[N:8]=[C:7]([NH2:9])[C:6]([NH2:10])=[CH:5][CH:4]=1, predict the reactants needed to synthesize it. (9) Given the product [CH3:24][N:11]([CH2:12][CH2:13][C:14]1[CH:15]=[CH:16][CH:17]=[C:18]2[C:22]=1[CH2:21][C:20]([CH3:23])=[CH:19]2)[S:8]([C:5]1[CH:4]=[CH:3][C:2]([CH3:1])=[CH:7][CH:6]=1)(=[O:10])=[O:9], predict the reactants needed to synthesize it. The reactants are: [CH3:1][C:2]1[CH:7]=[CH:6][C:5]([S:8]([NH:11][CH2:12][CH2:13][C:14]2[CH:15]=[CH:16][CH:17]=[C:18]3[C:22]=2[CH2:21][C:20]([CH3:23])=[CH:19]3)(=[O:10])=[O:9])=[CH:4][CH:3]=1.[C:24]([O-])([O-])=O.[Cs+].[Cs+].CI. (10) Given the product [C:24]1([C:30]([C:31]2[CH:47]=[CH:46][CH:45]=[C:33]([O:34][C:35]3[CH:40]=[CH:39][C:38]([C:41]([F:43])([F:44])[F:42])=[CH:37][N:36]=3)[CH:32]=2)=[C:48]2[CH2:53][CH2:52][N:51]([C:8]([NH:7][C:3]3[CH:2]=[N:1][CH:6]=[CH:5][CH:4]=3)=[O:9])[CH2:50][CH2:49]2)[CH:29]=[CH:28][CH:27]=[CH:26][CH:25]=1, predict the reactants needed to synthesize it. The reactants are: [N:1]1[CH:6]=[CH:5][CH:4]=[C:3]([NH:7][C:8](=O)[O:9]C2C=CC=CC=2)[CH:2]=1.FC(F)(F)C(O)=O.[C:24]1([C:30](=[C:48]2[CH2:53][CH2:52][NH:51][CH2:50][CH2:49]2)[C:31]2[CH:32]=[C:33]([CH:45]=[CH:46][CH:47]=2)[O:34][C:35]2[CH:40]=[CH:39][C:38]([C:41]([F:44])([F:43])[F:42])=[CH:37][N:36]=2)[CH:29]=[CH:28][CH:27]=[CH:26][CH:25]=1.C(N(CC)CC)C.C(OCC)C.